This data is from Peptide-MHC class II binding affinity with 134,281 pairs from IEDB. The task is: Regression. Given a peptide amino acid sequence and an MHC pseudo amino acid sequence, predict their binding affinity value. This is MHC class II binding data. (1) The peptide sequence is IARLPQVASYVYRRI. The MHC is DRB1_1302 with pseudo-sequence DRB1_1302. The binding affinity (normalized) is 0.625. (2) The peptide sequence is EKVYLAWVPAHKGIG. The MHC is DRB1_0701 with pseudo-sequence DRB1_0701. The binding affinity (normalized) is 0.733.